This data is from Reaction yield outcomes from USPTO patents with 853,638 reactions. The task is: Predict the reaction yield, written as a fraction of the theoretical maximum amount of product (1.0 means a 100% yield; for example, 0.34 means a 34% yield). (1) The reactants are [NH2:1][C:2]1[CH:7]=[C:6]([F:8])[C:5]([CH:9]([CH3:11])[CH3:10])=[CH:4][C:3]=1[NH:12][C:13](=O)[CH2:14][CH2:15][CH2:16][CH2:17][N:18]([CH2:22][C@@H:23]1[C@@H:30]2[C@@H:26]([O:27]C(C)(C)[O:29]2)[C@H:25]([N:33]2[CH:41]=[N:40][C:39]3[C:34]2=[N:35][CH:36]=[N:37][C:38]=3[NH2:42])[O:24]1)[CH:19]([CH3:21])[CH3:20].CO. The catalyst is CC(O)=O.Cl.CO. The product is [NH2:42][C:38]1[N:37]=[CH:36][N:35]=[C:34]2[C:39]=1[N:40]=[CH:41][N:33]2[C@H:25]1[C@H:26]([OH:27])[C@H:30]([OH:29])[C@@H:23]([CH2:22][N:18]([CH2:17][CH2:16][CH2:15][CH2:14][C:13]2[NH:12][C:3]3[CH:4]=[C:5]([CH:9]([CH3:10])[CH3:11])[C:6]([F:8])=[CH:7][C:2]=3[N:1]=2)[CH:19]([CH3:21])[CH3:20])[O:24]1. The yield is 0.370. (2) The reactants are Br[C:2]1[CH:13]=[CH:12][C:5]([CH2:6][N:7]2[CH:11]=[CH:10][N:9]=[CH:8]2)=[C:4]([CH3:14])[CH:3]=1.[CH3:15][Si:16]([C:19]#[CH:20])([CH3:18])[CH3:17].CO.CCOC(C)=O. The catalyst is C(N(CC)CC)C.[Cu]I.Cl[Pd](Cl)([P](C1C=CC=CC=1)(C1C=CC=CC=1)C1C=CC=CC=1)[P](C1C=CC=CC=1)(C1C=CC=CC=1)C1C=CC=CC=1. The product is [CH3:14][C:4]1[CH:3]=[C:2]([C:20]#[C:19][Si:16]([CH3:18])([CH3:17])[CH3:15])[CH:13]=[CH:12][C:5]=1[CH2:6][N:7]1[CH:11]=[CH:10][N:9]=[CH:8]1. The yield is 0.820. (3) The reactants are [C:1]([N-:5][O:6][SiH:7]([CH3:9])[CH3:8])([CH3:4])([CH3:3])[CH3:2].[NH:10]1[CH2:17][CH2:16][CH2:15][C@H:11]1[C:12]([OH:14])=[O:13].OCCCCCC(O)=O.C(Cl)CCl.ON1C2C=CC=CC=2N=N1.C(N(CC)CC)C. The catalyst is ClCCl.CO. The product is [OH:6][NH-:5].[C:1]([N-:5][O:6][SiH:7]([CH3:9])[CH3:8])([CH3:4])([CH3:3])[CH3:2].[NH:10]1[CH2:17][CH2:16][CH2:15][C@H:11]1[C:12]([OH:14])=[O:13]. The yield is 0.920. (4) The reactants are [Cl:1][C:2]1[C:3]([O:12][CH3:13])=[CH:4][C:5]([CH:9]([CH3:11])[CH3:10])=[C:6]([OH:8])[CH:7]=1.C([O-])([O-])=O.[K+].[K+].I[CH2:21][C:22]#[N:23]. The catalyst is CN(C=O)C. The product is [Cl:1][C:2]1[C:3]([O:12][CH3:13])=[CH:4][C:5]([CH:9]([CH3:11])[CH3:10])=[C:6]([CH:7]=1)[O:8][CH2:21][C:22]#[N:23]. The yield is 0.970. (5) The reactants are [CH2:1]([O:8][C:9](=[O:19])[CH:10]([OH:18])[CH2:11][C:12]1[CH:17]=[CH:16][CH:15]=[CH:14][CH:13]=1)[C:2]1[CH:7]=[CH:6][CH:5]=[CH:4][CH:3]=1.O[N:21]1[C:25](=[O:26])[C:24]2=[CH:27][CH:28]=[CH:29][CH:30]=[C:23]2[C:22]1=[O:31].C1C=CC(P(C2C=CC=CC=2)C2C=CC=CC=2)=CC=1.N(C(OC(C)C)=O)=NC(OC(C)C)=O. The catalyst is C(Cl)Cl. The product is [CH2:1]([O:8][C:9](=[O:19])[CH:10]([O:18][N:21]1[C:25](=[O:26])[C:24]2[C:23](=[CH:30][CH:29]=[CH:28][CH:27]=2)[C:22]1=[O:31])[CH2:11][C:12]1[CH:13]=[CH:14][CH:15]=[CH:16][CH:17]=1)[C:2]1[CH:3]=[CH:4][CH:5]=[CH:6][CH:7]=1. The yield is 0.990.